This data is from Forward reaction prediction with 1.9M reactions from USPTO patents (1976-2016). The task is: Predict the product of the given reaction. (1) Given the reactants [Br:1][C:2]1[CH:3]=[C:4]([S:8][CH2:9][C:10](=O)[CH2:11][CH3:12])[CH:5]=[CH:6][CH:7]=1.Cl.[Cl:15][C:16]1[CH:17]=[C:18]([NH:22]N)[CH:19]=[CH:20][CH:21]=1, predict the reaction product. The product is: [Br:1][C:2]1[CH:3]=[C:4]([S:8][C:9]2[C:19]3[C:18](=[CH:17][C:16]([Cl:15])=[CH:21][CH:20]=3)[NH:22][C:10]=2[CH2:11][CH3:12])[CH:5]=[CH:6][CH:7]=1. (2) Given the reactants CC1C=C(C)C=C(C)C=1S([O-])(=O)=O.[NH2:14][N:15]1[C:20]([CH3:21])=[CH:19][C:18]([CH3:22])=[N:17][C:16]1=[NH2+:23].[OH-].[Na+].CO[C:28](=O)[CH2:29][Cl:30], predict the reaction product. The product is: [Cl:30][CH2:29][C:28]1[N:23]=[C:16]2[N:17]=[C:18]([CH3:22])[CH:19]=[C:20]([CH3:21])[N:15]2[N:14]=1. (3) Given the reactants [C:1]([C@@H:3]([NH2:23])[C@@H:4]([CH3:22])[C@@H:5]([O:14][CH2:15][C:16]1[CH:21]=[CH:20][CH:19]=[CH:18][CH:17]=1)[CH2:6][CH2:7][C:8]1[CH:13]=[CH:12][CH:11]=[CH:10][CH:9]=1)#[N:2], predict the reaction product. The product is: [C:1]([C@H:3]([NH2:23])[C@@H:4]([CH3:22])[C@@H:5]([O:14][CH2:15][C:16]1[CH:21]=[CH:20][CH:19]=[CH:18][CH:17]=1)[CH2:6][CH2:7][C:8]1[CH:9]=[CH:10][CH:11]=[CH:12][CH:13]=1)#[N:2]. (4) Given the reactants [C:1]1([S:7]([N:10]2[CH2:12][CH:11]2[C:13]([N:15]2[CH2:20][CH2:19][N:18]([C:21]3[CH:26]=[C:25]([CH3:27])[CH:24]=[CH:23][C:22]=3[CH3:28])[CH2:17][CH2:16]2)=[O:14])(=[O:9])=[O:8])[CH:6]=[CH:5][CH:4]=[CH:3][CH:2]=1.[I-].[Na+].[CH2:31]([N:34]=[C:35]=[O:36])[CH2:32][CH3:33], predict the reaction product. The product is: [C:1]1([S:7]([N:10]2[CH2:12][CH:11]([C:13]([N:15]3[CH2:16][CH2:17][N:18]([C:21]4[CH:26]=[C:25]([CH3:27])[CH:24]=[CH:23][C:22]=4[CH3:28])[CH2:19][CH2:20]3)=[O:14])[N:34]([CH2:31][CH2:32][CH3:33])[C:35]2=[O:36])(=[O:9])=[O:8])[CH:6]=[CH:5][CH:4]=[CH:3][CH:2]=1.